Dataset: Catalyst prediction with 721,799 reactions and 888 catalyst types from USPTO. Task: Predict which catalyst facilitates the given reaction. (1) Reactant: [CH3:1][CH:2]1[CH2:6][CH2:5][CH2:4][N:3]1[C:7]1[N:12]=[C:11]([NH:13][C:14]2[C:15]3[N:16]([CH:29]=[CH:30][N:31]=3)[N:17]=[C:18]([C:20]3[CH:21]=[C:22]([CH:26]=[CH:27][CH:28]=3)[C:23](O)=[O:24])[CH:19]=2)[CH:10]=[CH:9][CH:8]=1.[NH2:32][CH:33](C)[CH2:34][OH:35].CN1[CH:42]=[CH:41]N=C1.CCN=C=NCCCN(C)C. The catalyst class is: 4. Product: [CH3:1][CH:2]1[CH2:6][CH2:5][CH2:4][N:3]1[C:7]1[N:12]=[C:11]([NH:13][C:14]2[C:15]3[N:16]([CH:29]=[CH:30][N:31]=3)[N:17]=[C:18]([C:20]3[CH:21]=[C:22]([C:23]([N:32]4[CH2:42][CH2:41][O:35][CH2:34][CH2:33]4)=[O:24])[CH:26]=[CH:27][CH:28]=3)[CH:19]=2)[CH:10]=[CH:9][CH:8]=1. (2) Reactant: C([N:8]1[CH2:13][CH2:12][C:11]([CH3:20])([C:14]2[CH:19]=[CH:18][CH:17]=[CH:16][CH:15]=2)[CH2:10][CH2:9]1)C1C=CC=CC=1.[H][H]. Product: [CH3:20][C:11]1([C:14]2[CH:19]=[CH:18][CH:17]=[CH:16][CH:15]=2)[CH2:10][CH2:9][NH:8][CH2:13][CH2:12]1. The catalyst class is: 19. (3) Reactant: [CH2:1]([S:8][C:9]1[CH:10]=[C:11]2[C:15](=[CH:16][C:17]=1[F:18])[NH:14][N:13]=[CH:12]2)[C:2]1[CH:7]=[CH:6][CH:5]=[CH:4][CH:3]=1.C(=O)([O-])[O-].[Cs+].[Cs+].Br[CH2:26][C:27]1[CH:32]=[CH:31][CH:30]=[CH:29][C:28]=1[I:33]. Product: [CH2:1]([S:8][C:9]1[CH:10]=[C:11]2[C:15](=[CH:16][C:17]=1[F:18])[N:14]([CH2:26][C:27]1[CH:32]=[CH:31][CH:30]=[CH:29][C:28]=1[I:33])[N:13]=[CH:12]2)[C:2]1[CH:3]=[CH:4][CH:5]=[CH:6][CH:7]=1. The catalyst class is: 37. (4) Reactant: C([O:5][C:6](=[O:19])[C:7]([S:10][C:11]1[S:12][CH:13]=[C:14]([CH2:16][CH2:17][OH:18])[N:15]=1)([CH3:9])[CH3:8])(C)(C)C.[Cl:20][C:21]1[CH:26]=[CH:25][C:24](O)=[CH:23][N:22]=1.[Cl:28][C:29]1[CH:34]=[CH:33][C:32](OB(O)O)=[CH:31][CH:30]=1.Cl.C(OCC)(=O)C. Product: [ClH:20].[Cl:28][C:29]1[CH:34]=[CH:33][C:32]([C:21]2[N:22]=[CH:23][C:24]([O:18][CH2:17][CH2:16][C:14]3[N:15]=[C:11]([S:10][C:7]([CH3:8])([CH3:9])[C:6]([OH:5])=[O:19])[S:12][CH:13]=3)=[CH:25][CH:26]=2)=[CH:31][CH:30]=1. The catalyst class is: 27. (5) Reactant: C([Sn](CCCC)(CCCC)[C:6]1[S:10][C:9]([C:11]2[S:12][C:13]([Sn](CCCC)(CCCC)CCCC)=[CH:14][CH:15]=2)=[CH:8][CH:7]=1)CCC.Br[C:38]1[CH:43]=[CH:42][C:41]([CH:44]([CH3:46])[CH3:45])=[CH:40][CH:39]=1. The catalyst class is: 427. Product: [CH:44]([C:41]1[CH:42]=[CH:43][C:38]([C:13]2[S:12][C:11]([C:9]3[S:10][C:6]([C:38]4[CH:43]=[CH:42][C:41]([CH:44]([CH3:46])[CH3:45])=[CH:40][CH:39]=4)=[CH:7][CH:8]=3)=[CH:15][CH:14]=2)=[CH:39][CH:40]=1)([CH3:46])[CH3:45]. (6) Product: [C:1]([CH2:4][CH2:5][NH:6][CH2:7][CH2:8][CH2:9][O:10][C:11]1[CH:16]=[CH:15][C:14]([CH2:17][C:18]2[C:19]([O:30][C@@H:31]3[O:57][C@H:56]([CH2:58][OH:59])[C@@H:48]([OH:49])[C@H:40]([OH:41])[C@H:32]3[OH:33])=[N:20][N:21]([CH2:26][CH2:27][CH2:28][OH:29])[C:22]=2[CH:23]([CH3:25])[CH3:24])=[C:13]([CH3:66])[CH:12]=1)(=[O:3])[NH2:2]. The catalyst class is: 5. Reactant: [C:1]([CH2:4][CH2:5][NH:6][CH2:7][CH2:8][CH2:9][O:10][C:11]1[CH:16]=[CH:15][C:14]([CH2:17][C:18]2[C:19]([O:30][C@@H:31]3[O:57][C@H:56]([CH2:58][O:59]C(=O)C(C)(C)C)[C@@H:48]([O:49]C(=O)C(C)(C)C)[C@H:40]([O:41]C(=O)C(C)(C)C)[C@H:32]3[O:33]C(=O)C(C)(C)C)=[N:20][N:21]([CH2:26][CH2:27][CH2:28][OH:29])[C:22]=2[CH:23]([CH3:25])[CH3:24])=[C:13]([CH3:66])[CH:12]=1)(=[O:3])[NH2:2].C[O-].[Na+]. (7) Reactant: C([N:8]1[CH2:13][CH2:12][CH2:11][C:10](=[O:14])[CH2:9]1)(OC(C)(C)C)=O.[CH2:15](O)[CH2:16][OH:17].O.C1(C)C=CC(S(O)(=O)=O)=CC=1.C([O-])(O)=O.[Na+]. Product: [O:14]1[C:10]2([CH2:11][CH2:12][CH2:13][NH:8][CH2:9]2)[O:17][CH2:16][CH2:15]1. The catalyst class is: 11.